The task is: Regression/Classification. Given a drug SMILES string, predict its absorption, distribution, metabolism, or excretion properties. Task type varies by dataset: regression for continuous measurements (e.g., permeability, clearance, half-life) or binary classification for categorical outcomes (e.g., BBB penetration, CYP inhibition). Dataset: cyp2c19_veith.. This data is from CYP2C19 inhibition data for predicting drug metabolism from PubChem BioAssay. (1) The drug is CC(C)(C)c1nc2ccccc2c2nnc(SCC(=O)Nc3nc4ccccc4s3)n12. The result is 1 (inhibitor). (2) The drug is COc1ccc(NC(=O)N2CCCC3(CCN(C(=O)c4cnccn4)CC3)C2)cc1. The result is 0 (non-inhibitor). (3) The compound is Cc1ccc(-n2c(=O)cc(N3CCC(C)CC3)[nH]c2=O)cc1. The result is 0 (non-inhibitor). (4) The molecule is Cc1nc2c(C(=O)NCc3ccc4c(c3)OCO4)c[nH]n2c(=O)c1Cc1ccccc1F. The result is 1 (inhibitor). (5) The result is 1 (inhibitor). The compound is CNC(=O)/C(C#N)=c1\s/c(=C/C(=O)OC)c(=O)n1-c1ccccc1. (6) The molecule is CNc1nc(C)cc(C)c1S(=O)(=O)c1ccc(Cl)cc1. The result is 1 (inhibitor). (7) The drug is Cc1ccnc(NCn2nnc3ccccc32)c1. The result is 1 (inhibitor).